Dataset: Forward reaction prediction with 1.9M reactions from USPTO patents (1976-2016). Task: Predict the product of the given reaction. (1) Given the reactants [CH3:1][O:2][C:3](=[O:23])[NH:4][C:5]1[CH:10]=[CH:9][C:8]([NH:11][CH2:12][CH2:13][N:14]2[CH2:19][CH2:18][CH2:17][CH2:16][CH2:15]2)=[C:7]([N+:20]([O-])=O)[CH:6]=1, predict the reaction product. The product is: [CH3:1][O:2][C:3](=[O:23])[NH:4][C:5]1[CH:10]=[CH:9][C:8]([NH:11][CH2:12][CH2:13][N:14]2[CH2:19][CH2:18][CH2:17][CH2:16][CH2:15]2)=[C:7]([NH2:20])[CH:6]=1. (2) Given the reactants [CH3:1][O:2][C:3]1[CH:8]=[CH:7][C:6]([N+:9]([O-])=O)=[CH:5][C:4]=1[C:12]1[CH:13]=[C:14]([CH2:17][N:18]2[CH2:23][CH2:22][N:21]([CH3:24])[CH2:20][CH2:19]2)[O:15][CH:16]=1.[H][H], predict the reaction product. The product is: [CH3:1][O:2][C:3]1[CH:8]=[CH:7][C:6]([NH2:9])=[CH:5][C:4]=1[C:12]1[CH:13]=[C:14]([CH2:17][N:18]2[CH2:19][CH2:20][N:21]([CH3:24])[CH2:22][CH2:23]2)[O:15][CH:16]=1. (3) Given the reactants [CH3:1][O:2][C:3]1[CH:4]=[C:5]([CH:15]=[CH:16][C:17]=1[N+:18]([O-:20])=[O:19])[CH2:6][P:7](=O)([O:11]CC)[O:8][CH2:9][CH3:10].S(Cl)([Cl:23])=O, predict the reaction product. The product is: [Cl:23][P:7]([CH2:6][C:5]1[CH:15]=[CH:16][C:17]([N+:18]([O-:20])=[O:19])=[C:3]([O:2][CH3:1])[CH:4]=1)(=[O:11])[O:8][CH2:9][CH3:10]. (4) Given the reactants Cl[C:2]1[N:7]=[C:6]([O:8][C:9]2[CH:10]=[C:11]3[C:15](=[CH:16][CH:17]=2)[N:14]([C:18]([O:20][C:21]([CH3:24])([CH3:23])[CH3:22])=[O:19])[CH:13]=[CH:12]3)[CH:5]=[CH:4][N:3]=1.[CH3:25][S:26]([NH2:29])(=[O:28])=[O:27].C(=O)([O-])[O-].[Cs+].[Cs+].CC1(C)C2C(=C(P(C3C=CC=CC=3)C3C=CC=CC=3)C=CC=2)OC2C(P(C3C=CC=CC=3)C3C=CC=CC=3)=CC=CC1=2, predict the reaction product. The product is: [CH3:25][S:26]([NH:29][C:2]1[N:7]=[C:6]([O:8][C:9]2[CH:10]=[C:11]3[C:15](=[CH:16][CH:17]=2)[N:14]([C:18]([O:20][C:21]([CH3:24])([CH3:23])[CH3:22])=[O:19])[CH:13]=[CH:12]3)[CH:5]=[CH:4][N:3]=1)(=[O:28])=[O:27].